Dataset: Catalyst prediction with 721,799 reactions and 888 catalyst types from USPTO. Task: Predict which catalyst facilitates the given reaction. (1) Reactant: N1(C2CCCCCCCCCC2)CCCN=CCCCCC1.[I:23][C:24]1[CH:31]=[CH:30][C:27]([CH:28]=[O:29])=[CH:26][CH:25]=1.N1CCCCC1.O[C:39]1[CH:44]=[CH:43][C:42]([O:45][CH:46]2[CH2:51][CH2:50][CH2:49][CH2:48][O:47]2)=[CH:41][C:40]=1[C:52](=[O:67])[CH2:53][C:54]1[CH:59]=[CH:58][CH:57]=[C:56]([O:60][CH:61]2[CH2:66][CH2:65][CH2:64][CH2:63][O:62]2)[CH:55]=1. Product: [I:23][C:24]1[CH:31]=[CH:30][C:27]([CH:28]2[CH:53]([C:54]3[CH:59]=[CH:58][CH:57]=[C:56]([O:60][CH:61]4[CH2:66][CH2:65][CH2:64][CH2:63][O:62]4)[CH:55]=3)[C:52](=[O:67])[C:40]3[C:39](=[CH:44][CH:43]=[C:42]([O:45][CH:46]4[CH2:51][CH2:50][CH2:49][CH2:48][O:47]4)[CH:41]=3)[O:29]2)=[CH:26][CH:25]=1. The catalyst class is: 114. (2) Product: [F:27][C:26]([F:29])([F:28])[S:23]([O:1][C:2]1[CH:7]=[N:6][N:5]([CH:8]2[CH2:13][CH2:12][CH2:11][CH2:10][O:9]2)[C:4](=[O:14])[CH:3]=1)(=[O:24])=[O:22]. Reactant: [OH:1][C:2]1[CH:7]=[N:6][N:5]([CH:8]2[CH2:13][CH2:12][CH2:11][CH2:10][O:9]2)[C:4](=[O:14])[CH:3]=1.C(N(CC)CC)C.[O:22](S(C(F)(F)F)(=O)=O)[S:23]([C:26]([F:29])([F:28])[F:27])(=O)=[O:24].C([O-])(O)=O.[Na+]. The catalyst class is: 2. (3) Reactant: Br[C:2]1[CH:3]=[C:4]2[C:8](=[C:9]([C:11]([NH2:13])=[O:12])[CH:10]=1)[NH:7][N:6]=[C:5]2[CH:14]1[CH2:19][CH2:18][N:17]([S:20]([CH2:23][CH2:24][CH2:25][N:26]2[CH2:30][CH2:29][CH2:28][CH2:27]2)(=[O:22])=[O:21])[CH2:16][CH2:15]1.CC1(C)C(C)(C)OB([C:39]2[CH:40]=[N:41][NH:42][CH:43]=2)O1.C(=O)([O-])[O-].[K+].[K+]. Product: [NH:41]1[CH:40]=[C:39]([C:2]2[CH:3]=[C:4]3[C:8](=[C:9]([C:11]([NH2:13])=[O:12])[CH:10]=2)[NH:7][N:6]=[C:5]3[CH:14]2[CH2:19][CH2:18][N:17]([S:20]([CH2:23][CH2:24][CH2:25][N:26]3[CH2:27][CH2:28][CH2:29][CH2:30]3)(=[O:22])=[O:21])[CH2:16][CH2:15]2)[CH:43]=[N:42]1. The catalyst class is: 70. (4) Reactant: [NH2:1][C:2]1[N:7]=[C:6]([Cl:8])[C:5]([CH2:9][C:10](OCC)=[O:11])=[C:4]([NH:15][CH2:16][C:17]2[C:22]([CH3:23])=[C:21]([O:24][CH3:25])[C:20]([CH3:26])=[CH:19][N:18]=2)[N:3]=1. Product: [NH2:1][C:2]1[N:7]=[C:6]([Cl:8])[C:5]2[CH2:9][C:10](=[O:11])[N:15]([CH2:16][C:17]3[C:22]([CH3:23])=[C:21]([O:24][CH3:25])[C:20]([CH3:26])=[CH:19][N:18]=3)[C:4]=2[N:3]=1. The catalyst class is: 114. (5) Reactant: [Si:1]([O:8][CH:9]1[CH2:14][CH2:13][CH2:12][N:11]([C:15]2[CH:20]=[CH:19][N:18]=[CH:17][C:16]=2[N+:21]([O-])=O)[CH2:10]1)([C:4]([CH3:7])([CH3:6])[CH3:5])([CH3:3])[CH3:2]. Product: [Si:1]([O:8][CH:9]1[CH2:14][CH2:13][CH2:12][N:11]([C:15]2[CH:20]=[CH:19][N:18]=[CH:17][C:16]=2[NH2:21])[CH2:10]1)([C:4]([CH3:7])([CH3:5])[CH3:6])([CH3:3])[CH3:2]. The catalyst class is: 8. (6) Reactant: [CH3:1][O:2][C:3]1[CH:34]=[CH:33][C:6]([CH2:7][N:8]2[C:16]3[CH:15]=[CH:14][N:13]=[C:12]([NH:17][CH:18]4[CH2:23][CH2:22][O:21][CH2:20][CH2:19]4)[C:11]=3[C:10]([C:24]3[CH:25]=[C:26]([CH:30]=[CH:31][N:32]=3)[C:27]([OH:29])=O)=[N:9]2)=[CH:5][CH:4]=1.Cl.[CH3:36][NH:37][CH3:38].[CH3:39]N(C(ON1N=NC2C=CC=NC1=2)=[N+](C)C)C.F[P-](F)(F)(F)(F)F.C(N(C(C)C)CC)(C)C. Product: [CH3:1][O:2][C:3]1[CH:4]=[CH:5][C:6]([CH2:7][N:8]2[C:16]3[CH:15]=[C:14]([CH3:39])[N:13]=[C:12]([NH:17][CH:18]4[CH2:19][CH2:20][O:21][CH2:22][CH2:23]4)[C:11]=3[C:10]([C:24]3[CH:25]=[C:26]([CH:30]=[CH:31][N:32]=3)[C:27]([N:37]([CH3:38])[CH3:36])=[O:29])=[N:9]2)=[CH:33][CH:34]=1. The catalyst class is: 3. (7) Reactant: Br[CH2:2][C:3]1[CH:4]=[C:5]([CH:11]=[CH:12][CH:13]=1)[C:6]([O:8][CH2:9][CH3:10])=[O:7].[Cl:14][C:15]1[CH:21]=[CH:20][CH:19]=[CH:18][C:16]=1[NH2:17].C(NC(C)C)(C)C. Product: [Cl:14][C:15]1[CH:21]=[CH:20][CH:19]=[CH:18][C:16]=1[NH:17][CH2:2][C:3]1[CH:4]=[C:5]([CH:11]=[CH:12][CH:13]=1)[C:6]([O:8][CH2:9][CH3:10])=[O:7]. The catalyst class is: 10. (8) Reactant: Br[C:2]1[C:11]2[C:6](=[CH:7][CH:8]=[CH:9][CH:10]=2)[C:5](=[O:12])[O:4][C:3]=1[CH:13]([OH:15])[CH3:14].[CH3:16][C:17]1[CH:22]=[C:21](B(O)O)[CH:20]=[CH:19][N:18]=1.C([O-])([O-])=O.[Cs+].[Cs+]. The catalyst class is: 73. Product: [OH:15][CH:13]([C:3]1[O:4][C:5](=[O:12])[C:6]2[C:11]([C:2]=1[C:21]1[CH:20]=[CH:19][N:18]=[C:17]([CH3:16])[CH:22]=1)=[CH:10][CH:9]=[CH:8][CH:7]=2)[CH3:14]. (9) Reactant: [BH4-].[Na+].Cl.[NH2:4][C@:5]1([C:22](OC)=[O:23])[CH2:10][CH2:9][N:8]([C:11]([O:13][CH2:14][C:15]2[CH:20]=[CH:19][CH:18]=[CH:17][CH:16]=2)=[O:12])[C@@H:7]([CH3:21])[CH2:6]1.Cl. Product: [NH2:4][C@:5]1([CH2:22][OH:23])[CH2:10][CH2:9][N:8]([C:11]([O:13][CH2:14][C:15]2[CH:20]=[CH:19][CH:18]=[CH:17][CH:16]=2)=[O:12])[C@@H:7]([CH3:21])[CH2:6]1. The catalyst class is: 8.